From a dataset of Peptide-MHC class II binding affinity with 134,281 pairs from IEDB. Regression. Given a peptide amino acid sequence and an MHC pseudo amino acid sequence, predict their binding affinity value. This is MHC class II binding data. (1) The peptide sequence is AIKFDFSTGLIIQGL. The MHC is DRB5_0101 with pseudo-sequence DRB5_0101. The binding affinity (normalized) is 0.453. (2) The peptide sequence is GIKVGYTAHIRKATE. The MHC is DRB1_0401 with pseudo-sequence DRB1_0401. The binding affinity (normalized) is 0.370. (3) The binding affinity (normalized) is 0. The peptide sequence is APGDSPNTDGIHIGD. The MHC is HLA-DQA10301-DQB10302 with pseudo-sequence HLA-DQA10301-DQB10302.